Dataset: Full USPTO retrosynthesis dataset with 1.9M reactions from patents (1976-2016). Task: Predict the reactants needed to synthesize the given product. (1) The reactants are: [N+:1]([C:4]1[CH:5]=[N:6][CH:7]=[C:8]([C:10]#[C:11][Si](C)(C)C)[CH:9]=1)([O-:3])=[O:2].C([O-])([O-])=O.[K+].[K+]. Given the product [C:10]([C:8]1[CH:7]=[N:6][CH:5]=[C:4]([N+:1]([O-:3])=[O:2])[CH:9]=1)#[CH:11], predict the reactants needed to synthesize it. (2) The reactants are: [OH:1][CH2:2][C@:3]([NH:15]C(=O)OC(C)(C)C)([C:5]1[CH:10]=[CH:9][CH:8]=[C:7]([C:11]([F:14])([F:13])[F:12])[CH:6]=1)[CH3:4].[Cl:23]S([N:27]=[C:28]=[O:29])(=O)=O.O.C(=O)([O-])O.[Na+]. Given the product [ClH:23].[C:28](=[O:29])([O:1][CH2:2][C@:3]([NH2:15])([C:5]1[CH:10]=[CH:9][CH:8]=[C:7]([C:11]([F:12])([F:13])[F:14])[CH:6]=1)[CH3:4])[NH2:27], predict the reactants needed to synthesize it. (3) Given the product [F:11][C:7]1[C:3]2[C:4](=[O:6])[O:5][C:13](=[O:15])[NH:1][C:2]=2[CH:10]=[CH:9][CH:8]=1, predict the reactants needed to synthesize it. The reactants are: [NH2:1][C:2]1[CH:10]=[CH:9][CH:8]=[C:7]([F:11])[C:3]=1[C:4]([OH:6])=[O:5].Cl[C:13](Cl)([O:15]C(=O)OC(Cl)(Cl)Cl)Cl. (4) Given the product [Cl:2][C:3]1[CH:11]=[CH:10][C:9]([Cl:12])=[C:8]2[C:4]=1[C:5]([CH2:14][CH2:15][NH:16][C:22](=[O:23])[C:21]1[CH:25]=[CH:26][C:27]([O:28][CH3:29])=[C:19]([O:18][CH3:17])[CH:20]=1)=[C:6]([CH3:13])[NH:7]2, predict the reactants needed to synthesize it. The reactants are: Cl.[Cl:2][C:3]1[CH:11]=[CH:10][C:9]([Cl:12])=[C:8]2[C:4]=1[C:5]([CH2:14][CH2:15][NH2:16])=[C:6]([CH3:13])[NH:7]2.[CH3:17][O:18][C:19]1[CH:20]=[C:21]([CH:25]=[CH:26][C:27]=1[O:28][CH3:29])[C:22](Cl)=[O:23]. (5) Given the product [Cl:1][C:2]1[CH:7]=[CH:6][C:5]([C:8]2[S:9][C:10]([CH3:28])=[C:11]([CH:13]3[C:14](=[O:27])/[C:15](=[CH:20]/[CH:21]4[CH2:26][CH2:25][O:24][CH2:23][CH2:22]4)/[CH2:16][C:17]3=[O:18])[N:12]=2)=[CH:4][CH:3]=1, predict the reactants needed to synthesize it. The reactants are: [Cl:1][C:2]1[CH:7]=[CH:6][C:5]([C:8]2[S:9][C:10]([CH3:28])=[C:11]([C:13]3[C:14](=[O:27])/[C:15](=[CH:20]/[CH:21]4[CH2:26][CH2:25][O:24][CH2:23][CH2:22]4)/[CH2:16][C:17]=3[O:18]C)[N:12]=2)=[CH:4][CH:3]=1.Cl.